From a dataset of Reaction yield outcomes from USPTO patents with 853,638 reactions. Predict the reaction yield, written as a fraction of the theoretical maximum amount of product (1.0 means a 100% yield; for example, 0.34 means a 34% yield). (1) The reactants are [Br:1]N1C(=O)CCC1=O.[Cl:9][C:10]1[C:11]2[N:12]([C:16]([C@H:19]3[CH2:28][CH2:27][C@@H:26]4[N:21]([C:22](=[O:29])[CH2:23][CH2:24][CH2:25]4)[CH2:20]3)=[N:17][CH:18]=2)[CH:13]=[CH:14][N:15]=1.N#N. The catalyst is CN(C=O)C. The product is [Br:1][C:18]1[N:17]=[C:16]([C@H:19]2[CH2:28][CH2:27][C@@H:26]3[N:21]([C:22](=[O:29])[CH2:23][CH2:24][CH2:25]3)[CH2:20]2)[N:12]2[CH:13]=[CH:14][N:15]=[C:10]([Cl:9])[C:11]=12. The yield is 0.927. (2) The reactants are [Br:1][C:2]1[CH:7]=[CH:6][CH:5]=[CH:4][C:3]=1[CH2:8][C:9](=O)[CH3:10].CC([O-])=O.[Na+].Cl.[NH2:18][OH:19]. The catalyst is CO. The product is [Br:1][C:2]1[CH:7]=[CH:6][CH:5]=[CH:4][C:3]=1[CH2:8][C:9](=[N:18][OH:19])[CH3:10]. The yield is 0.940. (3) The reactants are [Cl:1][C:2]1[C:28]([F:29])=[CH:27][CH:26]=[C:25]([F:30])[C:3]=1[CH2:4][N:5]1[C:10](=[O:11])[CH2:9][NH:8][C:7]2[N:12]=[CH:13][C:14]([C:16]3[CH:24]=[CH:23][C:19]([C:20]([OH:22])=O)=[CH:18][CH:17]=3)=[CH:15][C:6]1=2.[CH3:31][N:32]1[CH2:37][CH2:36][NH:35][CH2:34][CH2:33]1. No catalyst specified. The product is [Cl:1][C:2]1[C:28]([F:29])=[CH:27][CH:26]=[C:25]([F:30])[C:3]=1[CH2:4][N:5]1[C:10](=[O:11])[CH2:9][NH:8][C:7]2[N:12]=[CH:13][C:14]([C:16]3[CH:17]=[CH:18][C:19]([C:20]([N:35]4[CH2:36][CH2:37][N:32]([CH3:31])[CH2:33][CH2:34]4)=[O:22])=[CH:23][CH:24]=3)=[CH:15][C:6]1=2. The yield is 0.450. (4) The reactants are C1(C)C=CC(S(O)(=O)=O)=CC=1.[C:12]([C:20]1[CH:25]=[CH:24][C:23]([C:26](=O)[C:27]2[CH:32]=[CH:31][CH:30]=[CH:29][CH:28]=2)=[CH:22][CH:21]=1)(=[O:19])[C:13]1[CH:18]=[CH:17][CH:16]=[CH:15][CH:14]=1.[NH2:34][NH:35][C:36]([NH2:38])=[S:37]. The catalyst is CO. The product is [C:12]([C:20]1[CH:25]=[CH:24][C:23]([C:26](=[N:34][NH:35][C:36]([NH2:38])=[S:37])[C:27]2[CH:32]=[CH:31][CH:30]=[CH:29][CH:28]=2)=[CH:22][CH:21]=1)(=[O:19])[C:13]1[CH:18]=[CH:17][CH:16]=[CH:15][CH:14]=1. The yield is 0.0330. (5) The reactants are [NH2:1][C:2]1[S:3][C:4]([C:8]([OH:10])=O)=[C:5]([CH3:7])[N:6]=1.ON1C2C=CC=CC=2N=N1.CN(C)CCCN=C=NCC.C(N(CC)C(C)C)(C)C.[CH2:41]([NH2:48])[C:42]1[CH:47]=[CH:46][CH:45]=[CH:44][CH:43]=1. The catalyst is CN(C)C=O.ClCCl. The product is [NH2:1][C:2]1[S:3][C:4]([C:8]([NH:48][CH2:41][C:42]2[CH:47]=[CH:46][CH:45]=[CH:44][CH:43]=2)=[O:10])=[C:5]([CH3:7])[N:6]=1. The yield is 0.760. (6) The yield is 0.780. The product is [OH:40][CH2:39][CH2:38][O:37][C:36]1[CH:41]=[CH:42][C:33]([NH:32][C:28]([CH:9]2[CH:8]([C:4]3[CH:5]=[CH:6][CH:7]=[C:2]([Cl:1])[C:3]=3[F:31])[C:12]([C:15]3[CH:20]=[CH:19][C:18]([Cl:21])=[CH:17][C:16]=3[F:22])([C:13]#[N:14])[CH:11]([CH2:23][C:24]([CH3:25])([CH3:27])[CH3:26])[NH:10]2)=[O:30])=[CH:34][CH:35]=1. The catalyst is C(Cl)Cl. The reactants are [Cl:1][C:2]1[C:3]([F:31])=[C:4]([CH:8]2[C:12]([C:15]3[CH:20]=[CH:19][C:18]([Cl:21])=[CH:17][C:16]=3[F:22])([C:13]#[N:14])[CH:11]([CH2:23][C:24]([CH3:27])([CH3:26])[CH3:25])[NH:10][CH:9]2[C:28]([OH:30])=O)[CH:5]=[CH:6][CH:7]=1.[NH2:32][C:33]1[CH:42]=[CH:41][C:36]([O:37][CH2:38][CH2:39][OH:40])=[CH:35][CH:34]=1.CN(C(ON1N=NC2C=CC=NC1=2)=[N+](C)C)C.F[P-](F)(F)(F)(F)F.CCN(C(C)C)C(C)C. (7) The reactants are N[C:2]1[CH:3]=[CH:4][C:5]([O:8][CH3:9])=[N:6][CH:7]=1.[ClH:10].N([O-])=O.[Na+].[S:15](=[O:17])=[O:16]. The catalyst is C(O)(=O)C. The product is [CH3:9][O:8][C:5]1[N:6]=[CH:7][C:2]([S:15]([Cl:10])(=[O:17])=[O:16])=[CH:3][CH:4]=1. The yield is 0.510. (8) The reactants are CC1(C)C(C)(C)OB([C:9]2[C:22]3[CH2:21][C:20]4[C:15](=[CH:16][CH:17]=[CH:18][CH:19]=4)[S:14][C:13]=3[C:12]([O:23]C(=O)OC(C)(C)C)=[CH:11][CH:10]=2)O1.Cl[C:33]1[O:34][C:35]([N:40]2[CH2:45][CH2:44][O:43][CH2:42][CH2:41]2)=[CH:36][C:37](=[O:39])[CH:38]=1.C(=O)([O-])[O-].[K+].[K+]. The catalyst is O1CCOCC1. The product is [OH:23][C:12]1[C:13]2[S:14][C:15]3[C:20](=[CH:19][CH:18]=[CH:17][CH:16]=3)[CH2:21][C:22]=2[C:9]([C:33]2[O:34][C:35]([N:40]3[CH2:41][CH2:42][O:43][CH2:44][CH2:45]3)=[CH:36][C:37](=[O:39])[CH:38]=2)=[CH:10][CH:11]=1. The yield is 0.160. (9) The reactants are [C:1]([C:4]1[CH:5]=[C:6]([CH:17]=[CH:18][CH:19]=1)[O:7][C:8]1[CH:13]=[CH:12][C:11]([N+:14]([O-])=O)=[CH:10][CH:9]=1)([OH:3])=[O:2]. The catalyst is CO.[Pd]. The product is [C:1]([C:4]1[CH:5]=[C:6]([CH:17]=[CH:18][CH:19]=1)[O:7][C:8]1[CH:13]=[CH:12][C:11]([NH2:14])=[CH:10][CH:9]=1)([OH:3])=[O:2]. The yield is 0.480. (10) The yield is 0.740. The reactants are S1[C:5]2[CH:6]=[CH:7][CH:8]=[CH:9][C:4]=2[CH:3]=[CH:2]1.ClC1C=CC=C(C(OO)=O)C=1.[S:21]([O-:25])([O-])(=[O:23])=S.[Na+].[Na+]. The product is [S:21]1(=[O:25])(=[O:23])[C:5]2[CH:6]=[CH:7][CH:8]=[CH:9][C:4]=2[CH:3]=[CH:2]1. The catalyst is O1CCCC1.